Task: Predict the reactants needed to synthesize the given product.. Dataset: Full USPTO retrosynthesis dataset with 1.9M reactions from patents (1976-2016) (1) Given the product [C:1]([O:5][C:6]([C:8]1[N:13]=[C:12]([CH:14]2[CH2:19][CH2:18][N:17]([CH3:22])[CH2:16][CH2:15]2)[CH:11]=[CH:10][CH:9]=1)=[O:7])([CH3:4])([CH3:2])[CH3:3], predict the reactants needed to synthesize it. The reactants are: [C:1]([O:5][C:6]([C:8]1[N:13]=[C:12]([CH:14]2[CH2:19][CH2:18][NH:17][CH2:16][CH2:15]2)[CH:11]=[CH:10][CH:9]=1)=[O:7])([CH3:4])([CH3:3])[CH3:2].C=O.[C:22]([BH3-])#N.[Na+]. (2) Given the product [O:4]1[CH2:5][CH2:6][N:1]([C:8]2[O:9][CH:10]=[C:11]([C:13]([O:15][CH2:16][CH3:17])=[O:14])[N:12]=2)[CH2:2][CH2:3]1, predict the reactants needed to synthesize it. The reactants are: [NH:1]1[CH2:6][CH2:5][O:4][CH2:3][CH2:2]1.Br[C:8]1[O:9][CH:10]=[C:11]([C:13]([O:15][CH2:16][CH3:17])=[O:14])[N:12]=1. (3) Given the product [CH2:1]([N:8]1[CH:12]=[C:11]([C:13]2[CH:18]=[C:17]([F:19])[CH:16]=[CH:15][C:14]=2[F:20])[N:10]=[C:9]1[C@@H:21]([CH:37]1[CH2:42][CH2:41][O:40][CH2:39][CH2:38]1)[N:22]([CH2:30][C@H:31]1[C@@H:35]([F:36])[CH2:34][N:33]([C:54]([O:53][C:50]([CH3:52])([CH3:51])[CH3:49])=[O:55])[CH2:32]1)[C:23]([NH:25][C@@H:26]([CH3:29])[CH2:27][OH:28])=[O:24])[C:2]1[CH:7]=[CH:6][CH:5]=[CH:4][CH:3]=1, predict the reactants needed to synthesize it. The reactants are: [CH2:1]([N:8]1[CH:12]=[C:11]([C:13]2[CH:18]=[C:17]([F:19])[CH:16]=[CH:15][C:14]=2[F:20])[N:10]=[C:9]1[C@@H:21]([CH:37]1[CH2:42][CH2:41][O:40][CH2:39][CH2:38]1)[N:22]([CH2:30][C@H:31]1[C@@H:35]([F:36])[CH2:34][NH:33][CH2:32]1)[C:23]([NH:25][C@@H:26]([CH3:29])[CH2:27][OH:28])=[O:24])[C:2]1[CH:7]=[CH:6][CH:5]=[CH:4][CH:3]=1.C([O-])([O-])=O.[K+].[K+].[CH3:49][C:50]([O:53][C:54](O[C:54]([O:53][C:50]([CH3:52])([CH3:51])[CH3:49])=[O:55])=[O:55])([CH3:52])[CH3:51].